From a dataset of Merck oncology drug combination screen with 23,052 pairs across 39 cell lines. Regression. Given two drug SMILES strings and cell line genomic features, predict the synergy score measuring deviation from expected non-interaction effect. (1) Drug 1: Cn1nnc2c(C(N)=O)ncn2c1=O. Drug 2: Cn1c(=O)n(-c2ccc(C(C)(C)C#N)cc2)c2c3cc(-c4cnc5ccccc5c4)ccc3ncc21. Cell line: SW837. Synergy scores: synergy=21.4. (2) Drug 1: CS(=O)(=O)CCNCc1ccc(-c2ccc3ncnc(Nc4ccc(OCc5cccc(F)c5)c(Cl)c4)c3c2)o1. Drug 2: C#Cc1cccc(Nc2ncnc3cc(OCCOC)c(OCCOC)cc23)c1. Cell line: OV90. Synergy scores: synergy=-13.0. (3) Drug 1: O=S1(=O)NC2(CN1CC(F)(F)F)C1CCC2Cc2cc(C=CCN3CCC(C(F)(F)F)CC3)ccc2C1. Drug 2: CN(C)C(=N)N=C(N)N. Cell line: OCUBM. Synergy scores: synergy=11.5. (4) Drug 1: O=S1(=O)NC2(CN1CC(F)(F)F)C1CCC2Cc2cc(C=CCN3CCC(C(F)(F)F)CC3)ccc2C1. Drug 2: COC1=C2CC(C)CC(OC)C(O)C(C)C=C(C)C(OC(N)=O)C(OC)C=CC=C(C)C(=O)NC(=CC1=O)C2=O. Cell line: T47D. Synergy scores: synergy=14.1. (5) Drug 1: N#Cc1ccc(Cn2cncc2CN2CCN(c3cccc(Cl)c3)C(=O)C2)cc1. Drug 2: CC(C)CC(NC(=O)C(Cc1ccccc1)NC(=O)c1cnccn1)B(O)O. Cell line: LOVO. Synergy scores: synergy=6.90.